From a dataset of Forward reaction prediction with 1.9M reactions from USPTO patents (1976-2016). Predict the product of the given reaction. (1) Given the reactants [F:1][C:2]1[CH:8]=[C:7]([I:9])[CH:6]=[CH:5][C:3]=1[NH2:4].[CH3:10][O:11][C:12]([C:14]1[CH:15]=[CH:16][C:17]2[N:18]([CH:21]=[N:22][CH:23]=2)[C:19]=1Cl)=[O:13].C[Si]([N-][Si](C)(C)C)(C)C.[Li+], predict the reaction product. The product is: [CH3:10][O:11][C:12]([C:14]1[CH:15]=[CH:16][C:17]2[N:18]([CH:21]=[N:22][CH:23]=2)[C:19]=1[NH:4][C:3]1[CH:5]=[CH:6][C:7]([I:9])=[CH:8][C:2]=1[F:1])=[O:13]. (2) Given the reactants [F:1][C:2]([F:15])([F:14])[C:3]1[N:12]=[C:11]2[C:6]([C:7](O)=[CH:8][CH:9]=[N:10]2)=[CH:5][CH:4]=1.P(Cl)(Cl)([Cl:18])=O, predict the reaction product. The product is: [Cl:18][C:7]1[CH:8]=[CH:9][N:10]=[C:11]2[C:6]=1[CH:5]=[CH:4][C:3]([C:2]([F:15])([F:14])[F:1])=[N:12]2. (3) Given the reactants Br[C:2]1[CH:3]=[C:4]([NH:14][C:15]2[C:24]3[C:19](=[CH:20][C:21]([F:26])=[CH:22][C:23]=3[F:25])[N:18]=[C:17]([C:27]3[CH:32]=[CH:31][CH:30]=[CH:29][N:28]=3)[C:16]=2[CH3:33])[C:5]([N:8]2[CH2:13][CH2:12][O:11][CH2:10][CH2:9]2)=[N:6][CH:7]=1.[CH3:34][O:35][CH:36]1[CH2:41][CH2:40][NH:39][CH2:38][CH2:37]1.C1(P(C2CCCCC2)C2(C(C)C)CC(C(C)C)=CC(C(C)C)=C2C2C=CC=CC=2)CCCCC1.CC(C)([O-])C.[Na+], predict the reaction product. The product is: [F:25][C:23]1[CH:22]=[C:21]([F:26])[CH:20]=[C:19]2[C:24]=1[C:15]([NH:14][C:4]1[C:5]([N:8]3[CH2:13][CH2:12][O:11][CH2:10][CH2:9]3)=[N:6][CH:7]=[C:2]([N:39]3[CH2:40][CH2:41][CH:36]([O:35][CH3:34])[CH2:37][CH2:38]3)[CH:3]=1)=[C:16]([CH3:33])[C:17]([C:27]1[CH:32]=[CH:31][CH:30]=[CH:29][N:28]=1)=[N:18]2. (4) Given the reactants [Cl:1][C:2]1[CH:3]=[N+:4]([O-:39])[CH:5]=[C:6]([Cl:38])[C:7]=1[CH2:8][C@H:9]([O:20][C:21](=[O:37])[CH2:22][C:23]1[S:24][C:25]([CH2:28][O:29][Si](C(C)(C)C)(C)C)=[CH:26][CH:27]=1)[C:10]1[CH:15]=[CH:14][C:13]([O:16][CH3:17])=[C:12]([O:18][CH3:19])[CH:11]=1, predict the reaction product. The product is: [Cl:38][C:6]1[CH:5]=[N+:4]([O-:39])[CH:3]=[C:2]([Cl:1])[C:7]=1[CH2:8][C@H:9]([O:20][C:21](=[O:37])[CH2:22][C:23]1[S:24][C:25]([CH2:28][OH:29])=[CH:26][CH:27]=1)[C:10]1[CH:15]=[CH:14][C:13]([O:16][CH3:17])=[C:12]([O:18][CH3:19])[CH:11]=1. (5) Given the reactants C[O:2][C:3]([C:5]1[C:6]([CH:26]([CH3:28])[CH3:27])=[N:7][C:8]2[C:13]([C:14]=1[C:15]1[CH:20]=[CH:19][CH:18]=[C:17]([C:21]([F:24])([F:23])[F:22])[CH:16]=1)=[CH:12][C:11]([Cl:25])=[CH:10][CH:9]=2)=[O:4].[I-].[Li+], predict the reaction product. The product is: [Cl:25][C:11]1[CH:12]=[C:13]2[C:8](=[CH:9][CH:10]=1)[N:7]=[C:6]([CH:26]([CH3:28])[CH3:27])[C:5]([C:3]([OH:4])=[O:2])=[C:14]2[C:15]1[CH:20]=[CH:19][CH:18]=[C:17]([C:21]([F:23])([F:22])[F:24])[CH:16]=1. (6) Given the reactants [F:1][C:2]1[CH:3]=[C:4]([CH:7]=[CH:8][C:9]=1[O:10][CH3:11])[C:5]#[N:6].[C:12](#[N:14])[CH3:13].C1COCC1.CC(C)([O-])C.[K+], predict the reaction product. The product is: [NH2:6][C:5]([C:4]1[CH:7]=[CH:8][C:9]([O:10][CH3:11])=[C:2]([F:1])[CH:3]=1)=[CH:13][C:12]#[N:14]. (7) Given the reactants [OH:1][CH2:2][CH2:3][N:4]1[CH2:9][CH2:8][N:7]([CH2:10][CH2:11][N:12]2[CH2:17][CH2:16][CH:15]=[C:14]([C:18]([O:20][CH3:21])=[O:19])[CH2:13]2)[CH2:6][CH2:5]1.[CH2:22]([C:26]([CH2:34]CCC)([CH2:30]CCC)[SiH:27](Cl)[CH3:28])CCC.N1C=CC=C[CH:39]=1, predict the reaction product. The product is: [O:1]([CH2:2][CH2:3][N:4]1[CH2:5][CH2:6][N:7]([CH2:10][CH2:11][N:12]2[CH2:17][CH2:16][CH:15]=[C:14]([C:18]([O:20][CH3:21])=[O:19])[CH2:13]2)[CH2:8][CH2:9]1)[Si:27]([C:26]([CH3:34])([CH3:30])[CH3:22])([CH3:39])[CH3:28].